This data is from Reaction yield outcomes from USPTO patents with 853,638 reactions. The task is: Predict the reaction yield, written as a fraction of the theoretical maximum amount of product (1.0 means a 100% yield; for example, 0.34 means a 34% yield). (1) The reactants are [Br:1][C:2]1[C:3](=[O:29])[N:4]([C:19]2[CH:20]=[C:21]([CH:25]=[CH:26][C:27]=2[F:28])[C:22](O)=[O:23])[C:5]([CH3:18])=[CH:6][C:7]=1[O:8][CH2:9][C:10]1[CH:15]=[CH:14][C:13]([F:16])=[CH:12][C:11]=1[F:17].C[N:31]1CCOCC1.ClC1N=C(OC)N=C(OC)N=1.[NH4+].[OH-]. The catalyst is O.O1CCCC1. The product is [Br:1][C:2]1[C:3](=[O:29])[N:4]([C:19]2[CH:20]=[C:21]([CH:25]=[CH:26][C:27]=2[F:28])[C:22]([NH2:31])=[O:23])[C:5]([CH3:18])=[CH:6][C:7]=1[O:8][CH2:9][C:10]1[CH:15]=[CH:14][C:13]([F:16])=[CH:12][C:11]=1[F:17]. The yield is 0.650. (2) The reactants are [OH-].[Na+].[SH:3][C:4]1[CH:12]=[CH:11][C:7]([C:8]([OH:10])=[O:9])=[CH:6][CH:5]=1.C(=O)([O-])[O-].[K+].[K+].Cl[CH2:20][C:21]#[N:22]. The catalyst is O. The product is [C:21]([CH2:20][S:3][C:4]1[CH:12]=[CH:11][C:7]([C:8]([OH:10])=[O:9])=[CH:6][CH:5]=1)#[N:22]. The yield is 0.880. (3) The reactants are [C:1]([O:5][C:6]([N:8]([C:25]1[CH:30]=[C:29]([N:31]2[CH2:36][CH2:35][N:34]([CH3:37])[CH2:33][CH2:32]2)[N:28]=[C:27](Cl)[N:26]=1)[C:9]1[CH:10]=[C:11]2[C:15](=[CH:16][CH:17]=1)[N:14]([C:18]([O:20][C:21]([CH3:24])([CH3:23])[CH3:22])=[O:19])[N:13]=[CH:12]2)=[O:7])([CH3:4])([CH3:3])[CH3:2].[F-].[Cs+].[CH:41]([NH:44][C:45](=[O:63])[CH2:46][O:47][C:48]1[CH:53]=[CH:52][CH:51]=[C:50](B2OC(C)(C)C(C)(C)O2)[CH:49]=1)([CH3:43])[CH3:42]. The catalyst is O1CCOCC1.O.C1C=CC(P(C2C=CC=CC=2)[C-]2C=CC=C2)=CC=1.C1C=CC(P(C2C=CC=CC=2)[C-]2C=CC=C2)=CC=1.Cl[Pd]Cl.[Fe+2]. The product is [C:1]([O:5][C:6]([N:8]([C:25]1[CH:30]=[C:29]([N:31]2[CH2:36][CH2:35][N:34]([CH3:37])[CH2:33][CH2:32]2)[N:28]=[C:27]([C:52]2[CH:51]=[CH:50][CH:49]=[C:48]([O:47][CH2:46][C:45]([NH:44][CH:41]([CH3:43])[CH3:42])=[O:63])[CH:53]=2)[N:26]=1)[C:9]1[CH:10]=[C:11]2[C:15](=[CH:16][CH:17]=1)[N:14]([C:18]([O:20][C:21]([CH3:24])([CH3:23])[CH3:22])=[O:19])[N:13]=[CH:12]2)=[O:7])([CH3:4])([CH3:3])[CH3:2]. The yield is 0.320.